This data is from Reaction yield outcomes from USPTO patents with 853,638 reactions. The task is: Predict the reaction yield, written as a fraction of the theoretical maximum amount of product (1.0 means a 100% yield; for example, 0.34 means a 34% yield). (1) The reactants are [F:1][B-](F)(F)F.N#[O+].[CH3:8][O:9][C:10](=[O:34])[C:11]1[CH:23]=[C:22]([C:24]2([C:29]3[O:30][CH:31]=[CH:32][CH:33]=3)SCCS2)[CH:21]=[C:13]([C:14]([N:16]([CH3:20])[CH2:17][CH2:18][CH3:19])=[O:15])[CH:12]=1.C1C=CN=CC=1.[FH:41]. The product is [CH3:8][O:9][C:10](=[O:34])[C:11]1[CH:23]=[C:22]([C:24]([F:1])([F:41])[C:29]2[O:30][CH:31]=[CH:32][CH:33]=2)[CH:21]=[C:13]([C:14]([N:16]([CH3:20])[CH2:17][CH2:18][CH3:19])=[O:15])[CH:12]=1. The catalyst is ClCCl. The yield is 0.300. (2) The reactants are FC(F)(F)S(O[C:7]1[CH2:11][N:10]([C:12]([O:14][C:15]([CH3:18])([CH3:17])[CH3:16])=[O:13])[C@H:9]([C:19]([O:21][CH3:22])=[O:20])[CH:8]=1)(=O)=O.CC1(C)C(C)(C)OB([C:33]2[CH:34]=[CH:35][C:36]([NH2:39])=[N:37][CH:38]=2)O1.C([O-])([O-])=O.[Cs+].[Cs+]. The catalyst is C1COCC1.O.C(OCC)(=O)C.C1C=CC([P]([Pd]([P](C2C=CC=CC=2)(C2C=CC=CC=2)C2C=CC=CC=2)([P](C2C=CC=CC=2)(C2C=CC=CC=2)C2C=CC=CC=2)[P](C2C=CC=CC=2)(C2C=CC=CC=2)C2C=CC=CC=2)(C2C=CC=CC=2)C2C=CC=CC=2)=CC=1. The product is [NH2:39][C:36]1[N:37]=[CH:38][C:33]([C:7]2[CH2:11][N:10]([C:12]([O:14][C:15]([CH3:18])([CH3:17])[CH3:16])=[O:13])[C@H:9]([C:19]([O:21][CH3:22])=[O:20])[CH:8]=2)=[CH:34][CH:35]=1. The yield is 0.720. (3) The reactants are C1(P(C2C=CC=CC=2)C2C=CC=CC=2)C=CC=CC=1.BrN1C(=O)CCC1=O.[Cl:28][C:29]1[CH:37]=[C:36]2[C:32]([C:33]([C:41]([OH:43])=O)=[CH:34][N:35]2[CH:38]([CH3:40])[CH3:39])=[CH:31][CH:30]=1.[CH3:44][C:45]1[S:49][C:48]([NH2:50])=[N:47][CH:46]=1.Cl. The catalyst is C(Cl)Cl.O.C(OCC)(=O)C. The product is [CH3:44][C:45]1[S:49][C:48]([NH:50][C:41]([C:33]2[C:32]3[C:36](=[CH:37][C:29]([Cl:28])=[CH:30][CH:31]=3)[N:35]([CH:38]([CH3:39])[CH3:40])[CH:34]=2)=[O:43])=[N:47][CH:46]=1. The yield is 0.570. (4) The reactants are [C:1]([O:5][C:6](=[O:41])[NH:7][CH:8]([C:36](=[O:40])[N:37]([CH3:39])[CH3:38])[CH2:9][C:10]1[CH:15]=[CH:14][C:13]([O:16][C:17]2[CH:22]=[CH:21][CH:20]=[CH:19][C:18]=2[CH2:23][CH2:24][C:25](=[O:35])[NH:26][O:27]CC2C=CC=CC=2)=[CH:12][CH:11]=1)([CH3:4])([CH3:3])[CH3:2].[H][H]. The catalyst is CO.[Pd]. The product is [C:1]([O:5][C:6](=[O:41])[NH:7][CH:8]([C:36](=[O:40])[N:37]([CH3:39])[CH3:38])[CH2:9][C:10]1[CH:11]=[CH:12][C:13]([O:16][C:17]2[CH:22]=[CH:21][CH:20]=[CH:19][C:18]=2[CH2:23][CH2:24][C:25](=[O:35])[NH:26][OH:27])=[CH:14][CH:15]=1)([CH3:2])([CH3:4])[CH3:3]. The yield is 0.970. (5) The reactants are [Cl:1][C:2]1[CH:7]=[CH:6][CH:5]=[CH:4][C:3]=1[S:8]([N:11]1[CH2:16][CH2:15][CH2:14][C@@H:13]([C:17]([OH:19])=O)[CH2:12]1)(=[O:10])=[O:9].[C:20]12([NH2:30])[CH2:29][CH:24]3[CH2:25][CH:26]([CH2:28][CH:22]([CH2:23]3)[CH2:21]1)[CH2:27]2. No catalyst specified. The product is [C:20]12([NH:30][C:17]([C@H:13]3[CH2:14][CH2:15][CH2:16][N:11]([S:8]([C:3]4[CH:4]=[CH:5][CH:6]=[CH:7][C:2]=4[Cl:1])(=[O:9])=[O:10])[CH2:12]3)=[O:19])[CH2:27][CH:26]3[CH2:25][CH:24]([CH2:23][CH:22]([CH2:28]3)[CH2:21]1)[CH2:29]2. The yield is 0.860. (6) The reactants are [NH2:1][C:2]1[N:6]=[CH:5][N:4]([C:7]2[CH:14]=[CH:13][C:12](/[CH:15]=[CH:16]/[CH:17]([C:22]3[CH:27]=[C:26]([Cl:28])[C:25]([Cl:29])=[C:24]([Cl:30])[CH:23]=3)[C:18]([F:21])([F:20])[F:19])=[CH:11][C:8]=2[C:9]#[N:10])[N:3]=1.C(N(CC)CC)C.[CH:38]1([C:41](Cl)=[O:42])[CH2:40][CH2:39]1. The catalyst is C(Cl)Cl. The product is [C:9]([C:8]1[CH:11]=[C:12](/[CH:15]=[CH:16]/[CH:17]([C:22]2[CH:23]=[C:24]([Cl:30])[C:25]([Cl:29])=[C:26]([Cl:28])[CH:27]=2)[C:18]([F:19])([F:20])[F:21])[CH:13]=[CH:14][C:7]=1[N:4]1[CH:5]=[N:6][C:2]([NH:1][C:41]([CH:38]2[CH2:40][CH2:39]2)=[O:42])=[N:3]1)#[N:10]. The yield is 0.340. (7) The reactants are [CH3:1][C:2]1([CH3:8])[O:6][C:5](=[O:7])[NH:4][CH2:3]1.ClC(Cl)(O[C:13](=[O:19])[O:14][C:15](Cl)(Cl)Cl)Cl.C(N(CC)CC)C.[F:28][C:29]1[CH:36]=C(O)[CH:34]=[C:33]([F:38])[C:30]=1[CH:31]=[O:32]. The catalyst is O.C(Cl)Cl.C1COCC1. The product is [CH3:1][C:2]1([CH3:8])[O:6][C:5](=[O:7])[N:4]([C:13]([O:14][C:15]2[CH:36]=[C:29]([F:28])[C:30]([CH:31]=[O:32])=[C:33]([F:38])[CH:34]=2)=[O:19])[CH2:3]1. The yield is 0.520. (8) The reactants are [H-].[Na+].[Br:3][C:4]1[CH:5]=[CH:6][C:7]([O:13][CH2:14][CH2:15]Br)=[C:8]([C:10](=[O:12])[CH3:11])[CH:9]=1. The catalyst is C1COCC1. The product is [Br:3][C:4]1[CH:5]=[CH:6][C:7]2[O:13][CH2:14][CH2:15][CH2:11][C:10](=[O:12])[C:8]=2[CH:9]=1. The yield is 0.700. (9) The reactants are [C:1]([O:5][C:6]([N:8]1[CH2:13][CH2:12][CH:11]([C:14]2[C:18]3[CH:19]=[CH:20][C:21]([F:23])=[CH:22][C:17]=3[O:16][N:15]=2)[CH2:10][CH2:9]1)=[O:7])([CH3:4])([CH3:3])[CH3:2].C([N-]C(C)C)(C)C.[Li+].C[O:33]B(OC)OC.OO. The catalyst is O1CCCC1.C(O)(=O)C. The product is [C:1]([O:5][C:6]([N:8]1[CH2:13][CH2:12][CH:11]([C:14]2[C:18]3[CH:19]=[CH:20][C:21]([F:23])=[C:22]([OH:33])[C:17]=3[O:16][N:15]=2)[CH2:10][CH2:9]1)=[O:7])([CH3:4])([CH3:2])[CH3:3]. The yield is 0.590. (10) The reactants are C[O:2][C:3](=[O:27])[CH2:4][C:5]1[S:9][C:8]([NH:10][C:11](=[O:20])[C:12]2[CH:17]=[C:16]([Br:18])[CH:15]=[CH:14][C:13]=2[OH:19])=[N:7][C:6]=1[C:21]1[CH:26]=[CH:25][CH:24]=[CH:23][CH:22]=1.[OH-].[Na+].Cl. The catalyst is CO. The product is [Br:18][C:16]1[CH:15]=[CH:14][C:13]([OH:19])=[C:12]([CH:17]=1)[C:11]([NH:10][C:8]1[S:9][C:5]([CH2:4][C:3]([OH:27])=[O:2])=[C:6]([C:21]2[CH:26]=[CH:25][CH:24]=[CH:23][CH:22]=2)[N:7]=1)=[O:20]. The yield is 0.773.